From a dataset of Full USPTO retrosynthesis dataset with 1.9M reactions from patents (1976-2016). Predict the reactants needed to synthesize the given product. (1) Given the product [NH2:2][C:3]1[C:4]([C:7]([C:9]2[S:10][CH:11]=[CH:12][CH:13]=2)=[O:8])=[CH:5][NH:6][N:15]=1, predict the reactants needed to synthesize it. The reactants are: C[N:2](C)[CH:3]=[C:4]([C:7]([C:9]1[S:10][CH:11]=[CH:12][CH:13]=1)=[O:8])[C:5]#[N:6].[N+:15]([O-])(O)=O.NNC(N)=N.[OH-].[Na+]. (2) Given the product [C:1]1([C@@H:7]2[CH2:9][C@H:8]2[NH:10][CH:11]2[CH2:16][CH2:15][N:14]([CH2:17][C:18]3[CH:27]=[CH:26][C:21]([C:22]([OH:24])=[O:23])=[CH:20][CH:19]=3)[CH2:13][CH2:12]2)[CH:2]=[CH:3][CH:4]=[CH:5][CH:6]=1, predict the reactants needed to synthesize it. The reactants are: [C:1]1([C@@H:7]2[CH2:9][C@H:8]2[NH:10][CH:11]2[CH2:16][CH2:15][N:14]([CH2:17][C:18]3[CH:27]=[CH:26][C:21]([C:22]([O:24]C)=[O:23])=[CH:20][CH:19]=3)[CH2:13][CH2:12]2)[CH:6]=[CH:5][CH:4]=[CH:3][CH:2]=1.CO.[OH-].[Na+].O. (3) Given the product [CH:40]([O:39][CH2:38][CH2:37][NH:36][S:30]([NH:33][C:34](=[O:35])[O:28][CH2:27][CH2:26][CH2:25][C:14]1[CH:15]=[CH:16][C:17]([O:19][CH2:20][C:21]([OH:24])([CH3:22])[CH3:23])=[CH:18][C:13]=1[O:12][C:3]1[C:2]([Cl:1])=[CH:7][C:6]([C:8]([F:9])([F:11])[F:10])=[CH:5][N:4]=1)(=[O:32])=[O:31])([CH3:42])[CH3:41], predict the reactants needed to synthesize it. The reactants are: [Cl:1][C:2]1[C:3]([O:12][C:13]2[CH:18]=[C:17]([O:19][CH2:20][C:21]([OH:24])([CH3:23])[CH3:22])[CH:16]=[CH:15][C:14]=2[CH2:25][CH2:26][CH2:27][OH:28])=[N:4][CH:5]=[C:6]([C:8]([F:11])([F:10])[F:9])[CH:7]=1.Cl[S:30]([N:33]=[C:34]=[O:35])(=[O:32])=[O:31].[NH2:36][CH2:37][CH2:38][O:39][CH:40]([CH3:42])[CH3:41].Cl. (4) Given the product [F:1][C:2]1[CH:3]=[C:4]([C:8]2[N:13]=[CH:12][C:11]([C:14]([N:31]([CH3:32])[C:28]3[CH:27]=[CH:26][C:25]([CH2:24][N:22]4[CH2:21][CH2:20][N:19]([C:33]([O:35][C:36]([CH3:38])([CH3:37])[CH3:39])=[O:34])[C@@H:18]([CH3:17])[CH2:23]4)=[CH:30][CH:29]=3)=[O:15])=[CH:10][CH:9]=2)[CH:5]=[CH:6][CH:7]=1, predict the reactants needed to synthesize it. The reactants are: [F:1][C:2]1[CH:3]=[C:4]([C:8]2[N:13]=[CH:12][C:11]([C:14](Cl)=[O:15])=[CH:10][CH:9]=2)[CH:5]=[CH:6][CH:7]=1.[CH3:17][C@H:18]1[CH2:23][N:22]([CH2:24][C:25]2[CH:30]=[CH:29][C:28]([NH:31][CH3:32])=[CH:27][CH:26]=2)[CH2:21][CH2:20][N:19]1[C:33]([O:35][C:36]([CH3:39])([CH3:38])[CH3:37])=[O:34].C(N(CC)CC)C. (5) Given the product [C:1]([O:5][C:6]([NH:8][C:9]1[S:10][CH:11]=[C:12]([CH:14]([CH2:20][CH:21]=[O:27])[C:15]([O:17][CH2:18][CH3:19])=[O:16])[N:13]=1)=[O:7])([CH3:2])([CH3:3])[CH3:4], predict the reactants needed to synthesize it. The reactants are: [C:1]([O:5][C:6]([NH:8][C:9]1[S:10][CH:11]=[C:12]([CH:14]([CH2:20][CH:21]=C)[C:15]([O:17][CH2:18][CH3:19])=[O:16])[N:13]=1)=[O:7])([CH3:4])([CH3:3])[CH3:2].C[N+]1([O-])CC[O:27]CC1.CC(C)=O.O.S(=O)(=O)(O)[O-].[Na+]. (6) Given the product [NH2:10][C:9]1[N:6]([CH2:7][CH3:8])[C:4](=[O:5])[N:3]([CH2:1][CH3:2])[C:19](=[O:21])[CH:20]=1, predict the reactants needed to synthesize it. The reactants are: [CH2:1]([NH:3][C:4]([NH:6][CH2:7][CH3:8])=[O:5])[CH3:2].[C:9](CC(O)=O)#[N:10].C(O[C:19](=[O:21])[CH3:20])(=O)C. (7) Given the product [CH3:22][O:23][C:24]([C:26]1([C:30]2[CH:31]=[CH:32][C:33]([NH:36][C:11]3[N:10]=[C:9]([NH:8][CH:2]4[CH2:3][CH:4]5[CH2:7][CH:1]4[CH2:6][CH2:5]5)[CH:14]=[C:13]([C:15]4[CH:20]=[CH:19][CH:18]=[CH:17][CH:16]=4)[N:12]=3)=[CH:34][CH:35]=2)[CH2:27][CH2:28][CH2:29]1)=[O:25], predict the reactants needed to synthesize it. The reactants are: [CH:1]12[CH2:7][CH:4]([CH2:5][CH2:6]1)[CH2:3][CH:2]2[NH:8][C:9]1[CH:14]=[C:13]([C:15]2[CH:20]=[CH:19][CH:18]=[CH:17][CH:16]=2)[N:12]=[C:11](Cl)[N:10]=1.[CH3:22][O:23][C:24]([C:26]1([C:30]2[CH:35]=[CH:34][C:33]([NH2:36])=[CH:32][CH:31]=2)[CH2:29][CH2:28][CH2:27]1)=[O:25].